Predict the product of the given reaction. From a dataset of Forward reaction prediction with 1.9M reactions from USPTO patents (1976-2016). (1) Given the reactants [C:1]([O:5][C:6]([N:8]1[CH2:13][CH2:12][C@@H:11]([NH:14][C:15]2[CH:20]=[C:19]([F:21])[CH:18]=[CH:17][C:16]=2[N+:22]([O-:24])=[O:23])[C@H:10]([OH:25])[CH2:9]1)=[O:7])([CH3:4])([CH3:3])[CH3:2].CCN(C(C)C)C(C)C.[C:35](Cl)(=[O:37])[CH3:36], predict the reaction product. The product is: [C:1]([O:5][C:6]([N:8]1[CH2:13][CH2:12][C@@H:11]([NH:14][C:15]2[CH:20]=[C:19]([F:21])[CH:18]=[CH:17][C:16]=2[N+:22]([O-:24])=[O:23])[C@H:10]([O:25][C:35](=[O:37])[CH3:36])[CH2:9]1)=[O:7])([CH3:4])([CH3:2])[CH3:3]. (2) Given the reactants [CH2:1]([O:5][C:6]1[N:14]=[C:13]2[C:9]([N:10]=[C:11]([O:23]C)[N:12]2[CH2:15][CH2:16][CH:17]2[CH2:22][CH2:21][CH2:20][NH:19][CH2:18]2)=[C:8]([NH2:25])[N:7]=1)[CH2:2][CH2:3][CH3:4].I[CH:27]([CH3:29])[CH3:28], predict the reaction product. The product is: [NH2:25][C:8]1[N:7]=[C:6]([O:5][CH2:1][CH2:2][CH2:3][CH3:4])[N:14]=[C:13]2[C:9]=1[NH:10][C:11](=[O:23])[N:12]2[CH2:15][CH2:16][CH:17]1[CH2:22][CH2:21][CH2:20][N:19]([CH:27]([CH3:29])[CH3:28])[CH2:18]1.